Dataset: Full USPTO retrosynthesis dataset with 1.9M reactions from patents (1976-2016). Task: Predict the reactants needed to synthesize the given product. (1) Given the product [C:19]([NH:18][C:16]1[S:15][C:13]2[N:14]=[C:9]([NH:8][C:6]3[CH:7]=[C:2]([NH:1][C:30](=[O:31])[C:29]4[CH:33]=[CH:34][CH:35]=[C:27]([CH2:26][CH2:25][C:23]#[N:24])[CH:28]=4)[CH:3]=[CH:4][C:5]=3[CH3:22])[N:10]=[CH:11][C:12]=2[N:17]=1)(=[O:21])[CH3:20], predict the reactants needed to synthesize it. The reactants are: [NH2:1][C:2]1[CH:3]=[CH:4][C:5]([CH3:22])=[C:6]([NH:8][C:9]2[N:10]=[CH:11][C:12]3[N:17]=[C:16]([NH:18][C:19](=[O:21])[CH3:20])[S:15][C:13]=3[N:14]=2)[CH:7]=1.[C:23]([CH2:25][CH2:26][C:27]1[CH:28]=[C:29]([CH:33]=[CH:34][CH:35]=1)[C:30](O)=[O:31])#[N:24].F[P-](F)(F)(F)(F)F.N1(OC(N(C)C)=[N+](C)C)C2N=CC=CC=2N=N1.C(=O)([O-])O.[Na+]. (2) Given the product [CH3:71][O:70][C:69](=[O:72])[NH:68][C@H:61]([C:62]1[CH:63]=[CH:64][CH:65]=[CH:66][CH:67]=1)[C:60]([N:54]1[C@H:53]([C:51]2[NH:50][C:49]3[CH:74]=[C:45]([C:42]4[CH:41]=[CH:40][C:39]5[C:38]6[C:33](=[CH:34][C:35]([C:75]7[NH:79][C:78]([C@@H:80]8[CH2:84][CH2:83][CH2:82][N:81]8[C:92](=[O:93])[C@@H:91]([NH:90][C:88]([O:87][CH3:86])=[O:89])[CH:95]8[CH2:100][CH2:99][O:98][CH2:97][CH2:96]8)=[N:77][CH:76]=7)=[CH:36][CH:37]=6)[C:32]([F:31])([F:85])[C:44]=5[CH:43]=4)[CH:46]=[CH:47][C:48]=3[N:52]=2)[C@H:58]2[CH2:59][C@H:55]1[CH2:56][CH2:57]2)=[O:73], predict the reactants needed to synthesize it. The reactants are: COC(N[C@@H](C(C)C)C(N1CC(=O)C[C@H]1C(OCC1C=CC=CC=1)=O)=O)=O.Cl.Cl.Cl.[F:31][C:32]1([F:85])[C:44]2[CH:43]=[C:42]([C:45]3[CH:46]=[CH:47][C:48]4[N:52]=[C:51]([C@@H:53]5[C@H:58]6[CH2:59][C@@H:55]([CH2:56][CH2:57]6)[N:54]5[C:60](=[O:73])[C@H:61]([NH:68][C:69](=[O:72])[O:70][CH3:71])[C:62]5[CH:67]=[CH:66][CH:65]=[CH:64][CH:63]=5)[NH:50][C:49]=4[CH:74]=3)[CH:41]=[CH:40][C:39]=2[C:38]2[C:33]1=[CH:34][C:35]([C:75]1[NH:79][C:78]([C@@H:80]3[CH2:84][CH2:83][CH2:82][NH:81]3)=[N:77][CH:76]=1)=[CH:36][CH:37]=2.[CH3:86][O:87][C:88]([NH:90][C@@H:91]([CH:95]1[CH2:100][CH2:99][O:98][CH2:97][CH2:96]1)[C:92](O)=[O:93])=[O:89].Cl.O=C1CN[C@H](C(OCC2C=CC=CC=2)=O)C1.COC(N[C@@H](C(C)C)C(O)=O)=O. (3) Given the product [Cl:24][C:25]1[CH:26]=[C:27]([C:6]2[N:7]=[C:8]([N:10]3[C:14]4[CH:15]=[C:16]([O:21][CH3:22])[C:17]([O:19][CH3:20])=[CH:18][C:13]=4[N:12]=[CH:11]3)[S:9][C:5]=2[C:3]([OH:2])=[O:4])[CH:28]=[CH:29][C:30]=1[F:31], predict the reactants needed to synthesize it. The reactants are: C[O:2][C:3]([C:5]1[S:9][C:8]([N:10]2[C:14]3[CH:15]=[C:16]([O:21][CH3:22])[C:17]([O:19][CH3:20])=[CH:18][C:13]=3[N:12]=[CH:11]2)=[N:7][C:6]=1Br)=[O:4].[Cl:24][C:25]1[CH:26]=[C:27](B(O)O)[CH:28]=[CH:29][C:30]=1[F:31]. (4) Given the product [CH:1](=[O:8])[CH2:2][CH2:3][CH2:4][CH2:5][CH2:6][CH3:7].[OH:9][CH2:10][CH:11]([CH2:13][OH:14])[OH:12], predict the reactants needed to synthesize it. The reactants are: [CH:1](=[O:8])[CH2:2][CH2:3][CH2:4][CH2:5][CH2:6][CH3:7].[OH:9][CH2:10][CH:11]([CH2:13][OH:14])[OH:12]. (5) Given the product [NH2:24][C:23]1[N:22]=[CH:21][N:20]=[C:19]2[N:15]([CH2:14][C@@H:10]3[CH2:11][CH2:12][CH2:13][N:9]3[C:7]([C:4](=[CH:3][C:2]([NH:1][CH2:48][CH2:49][O:50][CH3:51])([CH3:40])[CH3:39])[C:5]#[N:6])=[O:8])[N:16]=[C:17]([C:25]3[CH:30]=[CH:29][C:28]([O:31][C:32]4[CH:37]=[CH:36][CH:35]=[CH:34][CH:33]=4)=[CH:27][C:26]=3[F:38])[C:18]=12, predict the reactants needed to synthesize it. The reactants are: [NH2:1][C:2]([CH3:40])([CH3:39])[CH:3]=[C:4]([C:7]([N:9]1[CH2:13][CH2:12][CH2:11][C@H:10]1[CH2:14][N:15]1[C:19]2=[N:20][CH:21]=[N:22][C:23]([NH2:24])=[C:18]2[C:17]([C:25]2[CH:30]=[CH:29][C:28]([O:31][C:32]3[CH:37]=[CH:36][CH:35]=[CH:34][CH:33]=3)=[CH:27][C:26]=2[F:38])=[N:16]1)=[O:8])[C:5]#[N:6].C(=O)([O-])[O-].[K+].[K+].Br[CH2:48][CH2:49][O:50][CH3:51].